From a dataset of Forward reaction prediction with 1.9M reactions from USPTO patents (1976-2016). Predict the product of the given reaction. Given the reactants [Cl:1][C:2]1[CH:3]=[C:4]2[C:9](=[CH:10][CH:11]=1)[NH:8][CH:7]([C:12]1[CH:17]=[CH:16][CH:15]=[C:14]([N+:18]([O-])=O)[CH:13]=1)[CH2:6][C:5]2([CH3:22])[CH3:21], predict the reaction product. The product is: [Cl:1][C:2]1[CH:3]=[C:4]2[C:9](=[CH:10][CH:11]=1)[NH:8][CH:7]([C:12]1[CH:13]=[C:14]([NH2:18])[CH:15]=[CH:16][CH:17]=1)[CH2:6][C:5]2([CH3:22])[CH3:21].